Dataset: Full USPTO retrosynthesis dataset with 1.9M reactions from patents (1976-2016). Task: Predict the reactants needed to synthesize the given product. (1) Given the product [Cl:16][CH2:17][CH2:18][NH:19][C:20]([NH:15][CH:7]([C:1]1[CH:6]=[CH:5][CH:4]=[CH:3][CH:2]=1)[CH2:8][C:9]1[CH:10]=[CH:11][CH:12]=[CH:13][CH:14]=1)=[O:21], predict the reactants needed to synthesize it. The reactants are: [C:1]1([CH:7]([NH2:15])[CH2:8][C:9]2[CH:14]=[CH:13][CH:12]=[CH:11][CH:10]=2)[CH:6]=[CH:5][CH:4]=[CH:3][CH:2]=1.[Cl:16][CH2:17][CH2:18][N:19]=[C:20]=[O:21].C(N(CC)CC)C. (2) Given the product [CH2:1]([O:8][C:9]([N:11]1[CH2:12][CH2:13][N:14]([C:17]2[CH:18]=[CH:19][C:20]([CH:23]([C:24]#[N:25])[CH:26]=[O:28])=[CH:21][CH:22]=2)[CH2:15][CH2:16]1)=[O:10])[C:2]1[CH:7]=[CH:6][CH:5]=[CH:4][CH:3]=1, predict the reactants needed to synthesize it. The reactants are: [CH2:1]([O:8][C:9]([N:11]1[CH2:16][CH2:15][N:14]([C:17]2[CH:22]=[CH:21][C:20]([CH2:23][C:24]#[N:25])=[CH:19][CH:18]=2)[CH2:13][CH2:12]1)=[O:10])[C:2]1[CH:7]=[CH:6][CH:5]=[CH:4][CH:3]=1.[CH2:26]([O:28]C=O)C.C[O-].[Na+].